Task: Predict the product of the given reaction.. Dataset: Forward reaction prediction with 1.9M reactions from USPTO patents (1976-2016) (1) Given the reactants [C:1]1([C:22]2[CH:27]=[CH:26][CH:25]=[CH:24][CH:23]=2)[CH:6]=[CH:5][C:4]([CH2:7][N:8]2[C:17]3[CH:16]=[CH:15][CH:14]=[CH:13][C:12]=3[C:11]3=[N:18][NH:19][C:20](=[O:21])[C:10]3=[CH:9]2)=[CH:3][CH:2]=1.[H-].[Na+].[CH2:30](Br)[C:31]1[CH:36]=[CH:35][CH:34]=[CH:33][CH:32]=1.O, predict the reaction product. The product is: [C:1]1([C:22]2[CH:27]=[CH:26][CH:25]=[CH:24][CH:23]=2)[CH:2]=[CH:3][C:4]([CH2:7][N:8]2[C:17]3[CH:16]=[CH:15][CH:14]=[CH:13][C:12]=3[C:11]3=[N:18][N:19]([CH2:30][C:31]4[CH:36]=[CH:35][CH:34]=[CH:33][CH:32]=4)[C:20](=[O:21])[C:10]3=[CH:9]2)=[CH:5][CH:6]=1. (2) Given the reactants Cl[C:2]1[N:3]=[C:4]([N:13]2[CH2:18][CH2:17][N:16]([C:19](=[O:27])[CH2:20][C:21]3[CH:26]=[CH:25][CH:24]=[CH:23][CH:22]=3)[CH2:15][CH2:14]2)[C:5]2[CH:10]=[C:9]([CH2:11][CH3:12])[S:8][C:6]=2[N:7]=1.[CH3:28][NH:29][C:30](=[O:33])[CH2:31][SH:32], predict the reaction product. The product is: [CH2:11]([C:9]1[S:8][C:6]2[N:7]=[C:2]([S:32][CH2:31][C:30]([NH:29][CH3:28])=[O:33])[N:3]=[C:4]([N:13]3[CH2:18][CH2:17][N:16]([C:19](=[O:27])[CH2:20][C:21]4[CH:26]=[CH:25][CH:24]=[CH:23][CH:22]=4)[CH2:15][CH2:14]3)[C:5]=2[CH:10]=1)[CH3:12]. (3) Given the reactants Br[C:2]1[CH:27]=[CH:26][C:5]([CH2:6][N:7]2[C:15]3[C:10](=[N:11][CH:12]=[CH:13][CH:14]=3)[C:9]([C:16]([NH:18][C@H:19]3[CH2:24][CH2:23][CH2:22][CH2:21][C@@H:20]3[OH:25])=[O:17])=[CH:8]2)=[CH:4][CH:3]=1.[CH3:28][N:29]1[CH:33]=[C:32]([Sn](CCCC)(CCCC)CCCC)[N:31]=[CH:30]1, predict the reaction product. The product is: [OH:25][C@H:20]1[CH2:21][CH2:22][CH2:23][CH2:24][C@@H:19]1[NH:18][C:16]([C:9]1[C:10]2=[N:11][CH:12]=[CH:13][CH:14]=[C:15]2[N:7]([CH2:6][C:5]2[CH:26]=[CH:27][C:2]([C:32]3[N:31]=[CH:30][N:29]([CH3:28])[CH:33]=3)=[CH:3][CH:4]=2)[CH:8]=1)=[O:17]. (4) Given the reactants [CH3:1][C:2]([CH3:9])([CH3:8])[CH2:3][CH2:4][CH2:5][C:6]#[N:7].[CH2:10]([Mg]Br)[CH3:11].B(F)(F)F.CCOCC.Cl.[OH-].[Na+], predict the reaction product. The product is: [CH3:1][C:2]([CH3:9])([CH3:8])[CH2:3][CH2:4][CH2:5][C:6]1([NH2:7])[CH2:11][CH2:10]1. (5) The product is: [CH2:1]([N:3]([CH2:29][C:30]1[CH:35]=[CH:34][C:33]([O:36][CH2:40][CH2:41][N:43]2[CH2:47][CH2:46][CH2:45][CH2:44]2)=[C:32]([F:37])[CH:31]=1)[C:4]1[CH:9]=[C:8]([O:10][CH3:11])[CH:7]=[CH:6][C:5]=1[C@H:12]1[CH2:21][CH2:20][C:19]2[CH:18]=[C:17]([OH:22])[CH:16]=[CH:15][C:14]=2[CH2:13]1)[CH3:2]. Given the reactants [CH2:1]([N:3]([C:29](=O)[C:30]1[CH:35]=[CH:34][C:33]([OH:36])=[C:32]([F:37])[CH:31]=1)[C:4]1[CH:9]=[C:8]([O:10][CH3:11])[CH:7]=[CH:6][C:5]=1[C@H:12]1[CH2:21][CH2:20][C:19]2[CH:18]=[C:17]([O:22]C(=O)C(C)(C)C)[CH:16]=[CH:15][C:14]=2[CH2:13]1)[CH3:2].Cl[CH2:40][C:41]([N:43]1[CH2:47][CH2:46][CH2:45][CH2:44]1)=O, predict the reaction product. (6) Given the reactants [F:1][C:2]1[CH:3]=[C:4]([C@@H:26]2[CH2:30][N:29]([C:31]([O:33][C:34]([CH3:37])([CH3:36])[CH3:35])=[O:32])[C@H:28]([C:38]([O:40]C)=[O:39])[CH2:27]2)[CH:5]=[CH:6][C:7]=1[C:8]1[S:9][C:10]2[C:15]([N:16]=1)=[CH:14][CH:13]=[C:12]([C:17]1([C:20]3[CH:25]=[CH:24][CH:23]=[CH:22][CH:21]=3)[CH2:19][CH2:18]1)[N:11]=2.[OH-].[Na+], predict the reaction product. The product is: [C:34]([O:33][C:31]([N:29]1[CH2:30][C@@H:26]([C:4]2[CH:5]=[CH:6][C:7]([C:8]3[S:9][C:10]4[C:15]([N:16]=3)=[CH:14][CH:13]=[C:12]([C:17]3([C:20]5[CH:21]=[CH:22][CH:23]=[CH:24][CH:25]=5)[CH2:19][CH2:18]3)[N:11]=4)=[C:2]([F:1])[CH:3]=2)[CH2:27][C@H:28]1[C:38]([OH:40])=[O:39])=[O:32])([CH3:37])([CH3:35])[CH3:36].